Dataset: Full USPTO retrosynthesis dataset with 1.9M reactions from patents (1976-2016). Task: Predict the reactants needed to synthesize the given product. Given the product [CH:1]1([CH2:5][NH:6][C:7]([C:9]2[C:10]([NH:20][C:21]([C:23]3[C:32]4[C:27](=[CH:28][CH:29]=[CH:30][CH:31]=4)[C:26]([CH2:33][N:34]4[CH:38]=[CH:37][N:36]=[N:35]4)=[CH:25][CH:24]=3)=[O:22])=[CH:11][CH:12]=[C:13]([O:15][CH2:16][C:17](=[O:18])[NH:42][O:41][CH3:40])[N:14]=2)=[O:8])[CH2:2][CH2:3][CH2:4]1, predict the reactants needed to synthesize it. The reactants are: [CH:1]1([CH2:5][NH:6][C:7]([C:9]2[N:14]=[C:13]([O:15][CH2:16][C:17](O)=[O:18])[CH:12]=[CH:11][C:10]=2[NH:20][C:21]([C:23]2[C:32]3[C:27](=[CH:28][CH:29]=[CH:30][CH:31]=3)[C:26]([CH2:33][N:34]3[CH:38]=[CH:37][N:36]=[N:35]3)=[CH:25][CH:24]=2)=[O:22])=[O:8])[CH2:4][CH2:3][CH2:2]1.Cl.[CH3:40][O:41][NH2:42].